This data is from Forward reaction prediction with 1.9M reactions from USPTO patents (1976-2016). The task is: Predict the product of the given reaction. (1) The product is: [O:1]1[C:5]2[CH:6]=[CH:7][C:8]([O:10][C:11]3[CH:16]=[C:15]([CH3:17])[C:14]([C:18](=[O:20])[CH2:19][Br:22])=[C:13]([CH3:21])[CH:12]=3)=[CH:9][C:4]=2[O:3][CH2:2]1. Given the reactants [O:1]1[C:5]2[CH:6]=[CH:7][C:8]([O:10][C:11]3[CH:16]=[C:15]([CH3:17])[C:14]([C:18](=[O:20])[CH3:19])=[C:13]([CH3:21])[CH:12]=3)=[CH:9][C:4]=2[O:3][CH2:2]1.[Br-:22].[Br-].[Br-].C([N+](CCCC)(CCCC)CCCC)CCC.C([N+](CCCC)(CCCC)CCCC)CCC.C([N+](CCCC)(CCCC)CCCC)CCC, predict the reaction product. (2) Given the reactants [OH:1][C:2]1[CH:11]=[C:10]2[C:5]([CH:6]=[CH:7][C:8](=[O:12])[O:9]2)=[CH:4][CH:3]=1.C(NCC)(C)C.[CH3:19][O:20][CH2:21]Cl.CCCCCC.C(OCC)(=O)C, predict the reaction product. The product is: [CH3:19][O:20][CH2:21][O:1][C:2]1[CH:11]=[C:10]2[C:5]([CH:6]=[CH:7][C:8](=[O:12])[O:9]2)=[CH:4][CH:3]=1. (3) Given the reactants Cl[C:2]1[N:7]=[C:6]([O:8][C:9]2[C:18]3[C:13](=[CH:14][CH:15]=[CH:16][CH:17]=3)[C:12]([NH:19][C:20]([NH:22][C:23]3[N:27]([C:28]4[CH:33]=[CH:32][CH:31]=[C:30]([CH2:34][P:35]([CH3:38])([CH3:37])=[O:36])[CH:29]=4)[N:26]=[C:25]([CH:39]([CH3:41])[CH3:40])[CH:24]=3)=[O:21])=[CH:11][CH:10]=2)[CH:5]=[CH:4][N:3]=1.[CH3:42][O:43][CH2:44][CH2:45][O:46][CH2:47][CH2:48][O:49][CH2:50][CH2:51][O:52][CH2:53][CH2:54][O:55][CH2:56][CH2:57][O:58][C:59]1[CH:60]=[C:61]([CH:63]=[C:64]([O:66][CH3:67])[CH:65]=1)[NH2:62].C([O-])(O)=O.[Na+], predict the reaction product. The product is: [CH3:42][O:43][CH2:44][CH2:45][O:46][CH2:47][CH2:48][O:49][CH2:50][CH2:51][O:52][CH2:53][CH2:54][O:55][CH2:56][CH2:57][O:58][C:59]1[CH:60]=[C:61]([NH:62][C:2]2[N:7]=[C:6]([O:8][C:9]3[C:18]4[C:13](=[CH:14][CH:15]=[CH:16][CH:17]=4)[C:12]([NH:19][C:20]([NH:22][C:23]4[N:27]([C:28]5[CH:33]=[CH:32][CH:31]=[C:30]([CH2:34][P:35]([CH3:38])([CH3:37])=[O:36])[CH:29]=5)[N:26]=[C:25]([CH:39]([CH3:40])[CH3:41])[CH:24]=4)=[O:21])=[CH:11][CH:10]=3)[CH:5]=[CH:4][N:3]=2)[CH:63]=[C:64]([O:66][CH3:67])[CH:65]=1. (4) Given the reactants C1(P(C2C=CC=CC=2)C2C=CC=CC=2)C=CC=CC=1.[CH2:20]=[O:21].[C:22]([CH2:24][C:25]([O:27][CH2:28][CH3:29])=[O:26])#[N:23], predict the reaction product. The product is: [C:22]([CH:24]([CH2:20][OH:21])[C:25]([O:27][CH2:28][CH3:29])=[O:26])#[N:23]. (5) Given the reactants [N+:1]([C:4]1[CH:9]=[CH:8][C:7]([O:10][C@H:11]([CH3:14])[CH2:12][CH3:13])=[CH:6][CH:5]=1)([O-])=O, predict the reaction product. The product is: [CH3:14][C@@H:11]([O:10][C:7]1[CH:6]=[CH:5][C:4]([NH2:1])=[CH:9][CH:8]=1)[CH2:12][CH3:13]. (6) Given the reactants [BH4-].[Na+].[Br:3][C:4]1[CH:9]=[C:8]([O:10][CH2:11][CH:12]2[CH2:14][CH2:13]2)[CH:7]=[CH:6][C:5]=1[CH2:15][C:16]([C:18]1[CH:23]=[CH:22][C:21]([O:24][Si:25]([CH:32]([CH3:34])[CH3:33])([CH:29]([CH3:31])[CH3:30])[CH:26]([CH3:28])[CH3:27])=[CH:20][N:19]=1)=[O:17], predict the reaction product. The product is: [Br:3][C:4]1[CH:9]=[C:8]([O:10][CH2:11][CH:12]2[CH2:13][CH2:14]2)[CH:7]=[CH:6][C:5]=1[CH2:15][CH:16]([C:18]1[CH:23]=[CH:22][C:21]([O:24][Si:25]([CH:29]([CH3:31])[CH3:30])([CH:26]([CH3:28])[CH3:27])[CH:32]([CH3:33])[CH3:34])=[CH:20][N:19]=1)[OH:17]. (7) Given the reactants [CH3:1][O:2][C:3]([CH:5]1[CH2:11][N:10](CC2C=CC=CC=2)[CH2:9][CH2:8][CH2:7][N:6]1[S:19]([C:22]1[CH:27]=[CH:26][C:25]([O:28][CH3:29])=[CH:24][CH:23]=1)(=[O:21])=[O:20])=[O:4].[H][H], predict the reaction product. The product is: [CH3:1][O:2][C:3]([CH:5]1[CH2:11][NH:10][CH2:9][CH2:8][CH2:7][N:6]1[S:19]([C:22]1[CH:27]=[CH:26][C:25]([O:28][CH3:29])=[CH:24][CH:23]=1)(=[O:21])=[O:20])=[O:4]. (8) Given the reactants Cl[C:2]1[C:3]([N:8]2[CH2:13][CH2:12][NH:11][CH2:10][C@H:9]2[CH3:14])=[N:4][CH:5]=[CH:6][N:7]=1.C.[CH3:16][N:17]([CH3:31])[CH2:18][CH2:19][O:20][C:21]1[C:26]([O:27][CH2:28][CH2:29][OH:30])=[CH:25][CH:24]=[CH:23][N:22]=1.C1COCC1.CC(C)([O-])C.[K+], predict the reaction product. The product is: [CH3:16][N:17]([CH3:31])[CH2:18][CH2:19][O:20][C:21]1[C:26]([O:27][CH2:28][CH2:29][O:30][C:2]2[C:3]([N:8]3[CH2:13][CH2:12][NH:11][CH2:10][C@H:9]3[CH3:14])=[N:4][CH:5]=[CH:6][N:7]=2)=[CH:25][CH:24]=[CH:23][N:22]=1.